Task: Predict which catalyst facilitates the given reaction.. Dataset: Catalyst prediction with 721,799 reactions and 888 catalyst types from USPTO (1) Reactant: [H-].[Al+3].[Li+].[H-].[H-].[H-].[CH2:7]([N:14]1[CH:18]=[C:17]([C:19](OCC)=[O:20])[CH:16]=[N:15]1)[C:8]1[CH:13]=[CH:12][CH:11]=[CH:10][CH:9]=1. Product: [CH2:7]([N:14]1[CH:18]=[C:17]([CH2:19][OH:20])[CH:16]=[N:15]1)[C:8]1[CH:9]=[CH:10][CH:11]=[CH:12][CH:13]=1. The catalyst class is: 1. (2) Reactant: [CH2:1]1[C:5]2([CH2:10][CH2:9][NH:8][CH2:7][CH2:6]2)[CH2:4][CH2:3][N:2]1[C:11]([O:13][C:14]([CH3:17])([CH3:16])[CH3:15])=[O:12].[Cl:18][C:19]1[CH:24]=[CH:23][C:22](I)=[CH:21][CH:20]=1.C1C=CC(P(C2C(C3C(P(C4C=CC=CC=4)C4C=CC=CC=4)=CC=C4C=3C=CC=C4)=C3C(C=CC=C3)=CC=2)C2C=CC=CC=2)=CC=1. Product: [Cl:18][C:19]1[CH:24]=[CH:23][C:22]([N:8]2[CH2:7][CH2:6][C:5]3([CH2:1][N:2]([C:11]([O:13][C:14]([CH3:17])([CH3:16])[CH3:15])=[O:12])[CH2:3][CH2:4]3)[CH2:10][CH2:9]2)=[CH:21][CH:20]=1. The catalyst class is: 222. (3) Reactant: [C:1]([O:5][N:6]=[C:7]1[C:16]2[C:11](=[CH:12][CH:13]=[C:14]([OH:17])[CH:15]=2)[O:10][C:9]([C:18]2[N:23]=[CH:22][N:21]3[CH:24]=[CH:25][CH:26]=[C:20]3[CH:19]=2)=[CH:8]1)([CH3:4])([CH3:3])[CH3:2].[Cl:27][CH2:28][CH2:29]Cl. Product: [C:1]([O:5][N:6]=[C:7]1[C:16]2[C:11](=[CH:12][CH:13]=[C:14]([O:17][CH2:29][CH2:28][Cl:27])[CH:15]=2)[O:10][C:9]([C:18]2[N:23]=[CH:22][N:21]3[CH:24]=[CH:25][CH:26]=[C:20]3[CH:19]=2)=[CH:8]1)([CH3:4])([CH3:2])[CH3:3]. The catalyst class is: 9. (4) Reactant: C([O:3][C:4]([C:6]1[CH:7]=[C:8]2[C:13](=[CH:14][CH:15]=1)[NH:12][CH:11]([C:16]1[CH:21]=[CH:20][C:19]([N:22]3[CH2:27][CH2:26][O:25][CH2:24][CH2:23]3)=[CH:18][CH:17]=1)[C:10]([CH3:29])([CH3:28])[CH2:9]2)=[O:5])C.O.[OH-].[Li+].O.Cl. Product: [CH3:28][C:10]1([CH3:29])[CH2:9][C:8]2[C:13](=[CH:14][CH:15]=[C:6]([C:4]([OH:5])=[O:3])[CH:7]=2)[NH:12][CH:11]1[C:16]1[CH:21]=[CH:20][C:19]([N:22]2[CH2:27][CH2:26][O:25][CH2:24][CH2:23]2)=[CH:18][CH:17]=1. The catalyst class is: 111. (5) The catalyst class is: 50. Reactant: [CH:1]1([CH2:4][NH:5][C:6](=[O:23])[NH:7][C@@H:8]([C:19]([CH3:22])([CH3:21])[CH3:20])[C:9]([O:11]CC2C=CC=CC=2)=[O:10])[CH2:3][CH2:2]1. Product: [CH:1]1([CH2:4][NH:5][C:6](=[O:23])[NH:7][C@@H:8]([C:19]([CH3:21])([CH3:20])[CH3:22])[C:9]([OH:11])=[O:10])[CH2:3][CH2:2]1. (6) Reactant: [N:1]1([C:11]([O:13][C:14]([CH3:17])([CH3:16])[CH3:15])=[O:12])[CH2:6][CH2:5][O:4][C@@H:3]2[CH2:7][NH:8][CH2:9][CH2:10][C@@H:2]12.Cl[C:19]([O:21][CH2:22][C:23]1[CH:28]=[CH:27][CH:26]=[CH:25][CH:24]=1)=[O:20].C(N(CC)CC)C. Product: [N:1]1([C:11]([O:13][C:14]([CH3:17])([CH3:16])[CH3:15])=[O:12])[CH2:6][CH2:5][O:4][C@@H:3]2[CH2:7][N:8]([C:19]([O:21][CH2:22][C:23]3[CH:28]=[CH:27][CH:26]=[CH:25][CH:24]=3)=[O:20])[CH2:9][CH2:10][C@@H:2]12. The catalyst class is: 2.